From a dataset of NCI-60 drug combinations with 297,098 pairs across 59 cell lines. Regression. Given two drug SMILES strings and cell line genomic features, predict the synergy score measuring deviation from expected non-interaction effect. (1) Cell line: HL-60(TB). Drug 2: COC1=C2C(=CC3=C1OC=C3)C=CC(=O)O2. Drug 1: CC12CCC3C(C1CCC2O)C(CC4=C3C=CC(=C4)O)CCCCCCCCCS(=O)CCCC(C(F)(F)F)(F)F. Synergy scores: CSS=-5.92, Synergy_ZIP=5.36, Synergy_Bliss=8.48, Synergy_Loewe=-7.66, Synergy_HSA=-5.77. (2) Drug 1: C(=O)(N)NO. Drug 2: CC12CCC3C(C1CCC2O)C(CC4=C3C=CC(=C4)O)CCCCCCCCCS(=O)CCCC(C(F)(F)F)(F)F. Cell line: NCI-H322M. Synergy scores: CSS=-3.03, Synergy_ZIP=0.431, Synergy_Bliss=-3.15, Synergy_Loewe=-4.88, Synergy_HSA=-5.33. (3) Drug 1: CCC1(CC2CC(C3=C(CCN(C2)C1)C4=CC=CC=C4N3)(C5=C(C=C6C(=C5)C78CCN9C7C(C=CC9)(C(C(C8N6C)(C(=O)OC)O)OC(=O)C)CC)OC)C(=O)OC)O.OS(=O)(=O)O. Drug 2: CCCCCOC(=O)NC1=NC(=O)N(C=C1F)C2C(C(C(O2)C)O)O. Cell line: OVCAR-8. Synergy scores: CSS=-2.37, Synergy_ZIP=1.29, Synergy_Bliss=0.810, Synergy_Loewe=-2.15, Synergy_HSA=-2.17. (4) Drug 1: CC1=C(C(=CC=C1)Cl)NC(=O)C2=CN=C(S2)NC3=CC(=NC(=N3)C)N4CCN(CC4)CCO. Drug 2: C1C(C(OC1N2C=NC3=C2NC=NCC3O)CO)O. Cell line: SNB-19. Synergy scores: CSS=-4.08, Synergy_ZIP=4.03, Synergy_Bliss=5.06, Synergy_Loewe=-3.08, Synergy_HSA=-1.81. (5) Drug 1: CC12CCC3C(C1CCC2=O)CC(=C)C4=CC(=O)C=CC34C. Drug 2: C1=NNC2=C1C(=O)NC=N2. Cell line: MDA-MB-435. Synergy scores: CSS=30.8, Synergy_ZIP=2.15, Synergy_Bliss=3.42, Synergy_Loewe=-13.1, Synergy_HSA=2.15. (6) Drug 1: C1=C(C(=O)NC(=O)N1)F. Drug 2: CN1C(=O)N2C=NC(=C2N=N1)C(=O)N. Cell line: SF-268. Synergy scores: CSS=27.1, Synergy_ZIP=7.64, Synergy_Bliss=11.7, Synergy_Loewe=8.31, Synergy_HSA=10.7. (7) Drug 1: CC12CCC3C(C1CCC2=O)CC(=C)C4=CC(=O)C=CC34C. Drug 2: CC1=C2C(C(=O)C3(C(CC4C(C3C(C(C2(C)C)(CC1OC(=O)C(C(C5=CC=CC=C5)NC(=O)C6=CC=CC=C6)O)O)OC(=O)C7=CC=CC=C7)(CO4)OC(=O)C)O)C)OC(=O)C. Cell line: NCI/ADR-RES. Synergy scores: CSS=43.7, Synergy_ZIP=1.63, Synergy_Bliss=1.89, Synergy_Loewe=0.507, Synergy_HSA=-0.00466.